From a dataset of Reaction yield outcomes from USPTO patents with 853,638 reactions. Predict the reaction yield, written as a fraction of the theoretical maximum amount of product (1.0 means a 100% yield; for example, 0.34 means a 34% yield). The catalyst is C(Cl)Cl. The yield is 0.970. The reactants are Cl.O1CCOCC1.C(O[C:13](=O)[N:14]([C:16]1[CH:21]=[CH:20][C:19]([O:22][CH2:23][C:24]2[N:25]([C:32]3[CH:37]=[CH:36][CH:35]=[CH:34][C:33]=3[O:38][C:39]([F:42])([F:41])[F:40])[N:26]=[CH:27][C:28]=2[CH:29]2[CH2:31][CH2:30]2)=[CH:18][C:17]=1[CH3:43])C)(C)(C)C. The product is [CH:29]1([C:28]2[CH:27]=[N:26][N:25]([C:32]3[CH:37]=[CH:36][CH:35]=[CH:34][C:33]=3[O:38][C:39]([F:42])([F:40])[F:41])[C:24]=2[CH2:23][O:22][C:19]2[CH:20]=[CH:21][C:16]([NH:14][CH3:13])=[C:17]([CH3:43])[CH:18]=2)[CH2:31][CH2:30]1.